This data is from Peptide-MHC class II binding affinity with 134,281 pairs from IEDB. The task is: Regression. Given a peptide amino acid sequence and an MHC pseudo amino acid sequence, predict their binding affinity value. This is MHC class II binding data. (1) The peptide sequence is LNFTGPCKGDSVTIK. The MHC is DRB1_1501 with pseudo-sequence DRB1_1501. The binding affinity (normalized) is 0.103. (2) The peptide sequence is LEDYDTLGTLCNSTE. The MHC is DRB1_1101 with pseudo-sequence DRB1_1101. The binding affinity (normalized) is 0.327. (3) The peptide sequence is TNHLSKCQFDHVNTL. The MHC is DRB3_0101 with pseudo-sequence DRB3_0101. The binding affinity (normalized) is 0.532. (4) The peptide sequence is AFKVAATAAMAAPAN. The MHC is DRB1_0802 with pseudo-sequence DRB1_0802. The binding affinity (normalized) is 0.785. (5) The peptide sequence is RQELRCGSGVFIHNDVEA. The MHC is DRB1_1501 with pseudo-sequence DRB1_1501. The binding affinity (normalized) is 0.180. (6) The peptide sequence is MSWQTYVDEHLMCEI. The MHC is HLA-DPA10301-DPB10402 with pseudo-sequence HLA-DPA10301-DPB10402. The binding affinity (normalized) is 0.621.